From a dataset of Catalyst prediction with 721,799 reactions and 888 catalyst types from USPTO. Predict which catalyst facilitates the given reaction. (1) Reactant: Cl[C:2]1[CH:10]=[CH:9][C:5]([C:6]([OH:8])=[O:7])=[CH:4][C:3]=1[N:11]=[N:12][C:13]1[CH:18]=[C:17]([C:19]([CH3:26])([CH3:25])[CH2:20][C:21]([CH3:24])([CH3:23])[CH3:22])[CH:16]=[C:15]([C:27]([CH3:35])([C:29]2[CH:34]=[CH:33][CH:32]=[CH:31][CH:30]=2)[CH3:28])[C:14]=1[OH:36].C[N:38](C)C=O.[N-]=[N+]=[N-].[Na+].C(O)(=O)C. Product: [OH:36][C:14]1[C:15]([C:27]([CH3:35])([C:29]2[CH:34]=[CH:33][CH:32]=[CH:31][CH:30]=2)[CH3:28])=[CH:16][C:17]([C:19]([CH3:26])([CH3:25])[CH2:20][C:21]([CH3:22])([CH3:23])[CH3:24])=[CH:18][C:13]=1[N:12]1[N:38]=[C:2]2[CH:10]=[CH:9][C:5]([C:6]([OH:8])=[O:7])=[CH:4][C:3]2=[N:11]1. The catalyst class is: 6. (2) Product: [CH3:2][O:3][C:4](=[O:23])[C@H:5]([CH2:7][C:8]1[CH:9]=[CH:10][C:11]([C:14]2[C:15](=[O:22])[N:16]([CH3:21])[CH:17]=[C:18]([Cl:20])[CH:19]=2)=[CH:12][CH:13]=1)[NH:6][C:27]([C:26]1[C:30]([CH3:34])=[CH:31][CH:32]=[CH:33][C:25]=1[Cl:24])=[O:28]. Reactant: Cl.[CH3:2][O:3][C:4](=[O:23])[C@H:5]([CH2:7][C:8]1[CH:13]=[CH:12][C:11]([C:14]2[C:15](=[O:22])[N:16]([CH3:21])[CH:17]=[C:18]([Cl:20])[CH:19]=2)=[CH:10][CH:9]=1)[NH2:6].[Cl:24][C:25]1[CH:33]=[CH:32][CH:31]=[C:30]([CH3:34])[C:26]=1[C:27](O)=[O:28].CCN(C(C)C)C(C)C.CN(C(ON1N=NC2C=CC=CC1=2)=[N+](C)C)C.F[P-](F)(F)(F)(F)F. The catalyst class is: 3. (3) Reactant: Br[C:2]1[CH:3]=[CH:4][C:5]([CH2:8][S:9]([CH3:12])(=[O:11])=[O:10])=[N:6][CH:7]=1.[C:13](=[NH:26])([C:20]1[CH:25]=[CH:24][CH:23]=[CH:22][CH:21]=1)[C:14]1[CH:19]=[CH:18][CH:17]=[CH:16][CH:15]=1. Product: [C:20]1([C:13]([C:14]2[CH:15]=[CH:16][CH:17]=[CH:18][CH:19]=2)=[N:26][C:2]2[CH:7]=[N:6][C:5]([CH2:8][S:9]([CH3:12])(=[O:11])=[O:10])=[CH:4][CH:3]=2)[CH:21]=[CH:22][CH:23]=[CH:24][CH:25]=1. The catalyst class is: 882. (4) Reactant: [CH3:1][O:2][C:3]1[N:4]=[C:5]2[C:10](=[CH:11][CH:12]=1)[N:9]=[CH:8][CH:7]=[C:6]2[CH2:13][CH2:14][N:15]1[CH2:20][CH2:19][N:18](C(OC(C)(C)C)=O)[CH2:17][CH2:16]1.Cl. The catalyst class is: 5. Product: [CH3:1][O:2][C:3]1[CH:12]=[CH:11][C:10]2[C:5](=[C:6]([CH2:13][CH2:14][N:15]3[CH2:16][CH2:17][NH:18][CH2:19][CH2:20]3)[CH:7]=[CH:8][N:9]=2)[N:4]=1. (5) Reactant: [NH2:1][C:2]1[N:7]=[C:6]([N:8]2[CH2:29][CH2:28][C:11]3([CH2:15][N:14]([C:16]([O:18][C:19]([CH3:22])([CH3:21])[CH3:20])=[O:17])[C@H:13]([C:23]([O:25][CH2:26][CH3:27])=[O:24])[CH2:12]3)[CH2:10][CH2:9]2)[CH:5]=[C:4]([O:30][CH2:31][C:32]2[CH:37]=[CH:36][C:35]([Cl:38])=[CH:34][C:33]=2Br)[N:3]=1.[CH3:40][S:41]([C:44]1[CH:45]=[C:46](B(O)O)[CH:47]=[CH:48][CH:49]=1)(=[O:43])=[O:42].C([O-])([O-])=O.[Na+].[Na+]. Product: [NH2:1][C:2]1[N:7]=[C:6]([N:8]2[CH2:29][CH2:28][C:11]3([CH2:15][N:14]([C:16]([O:18][C:19]([CH3:22])([CH3:21])[CH3:20])=[O:17])[C@H:13]([C:23]([O:25][CH2:26][CH3:27])=[O:24])[CH2:12]3)[CH2:10][CH2:9]2)[CH:5]=[C:4]([O:30][CH2:31][C:32]2[CH:37]=[CH:36][C:35]([Cl:38])=[CH:34][C:33]=2[C:48]2[CH:47]=[CH:46][CH:45]=[C:44]([S:41]([CH3:40])(=[O:43])=[O:42])[CH:49]=2)[N:3]=1. The catalyst class is: 75.